Task: Regression. Given a peptide amino acid sequence and an MHC pseudo amino acid sequence, predict their binding affinity value. This is MHC class I binding data.. Dataset: Peptide-MHC class I binding affinity with 185,985 pairs from IEDB/IMGT (1) The peptide sequence is LFRAAVCTR. The MHC is Patr-A0101 with pseudo-sequence Patr-A0101. The binding affinity (normalized) is 0.722. (2) The peptide sequence is QAKWRLQTL. The MHC is HLA-A30:02 with pseudo-sequence HLA-A30:02. The binding affinity (normalized) is 0.192. (3) The peptide sequence is TSVSAKQLR. The MHC is HLA-A03:01 with pseudo-sequence HLA-A03:01. The binding affinity (normalized) is 0. (4) The peptide sequence is RAFWGQVQK. The MHC is HLA-B51:01 with pseudo-sequence HLA-B51:01. The binding affinity (normalized) is 0.0847. (5) The peptide sequence is FMGRLGPEY. The MHC is HLA-A26:01 with pseudo-sequence HLA-A26:01. The binding affinity (normalized) is 0.0847.